The task is: Predict which catalyst facilitates the given reaction.. This data is from Catalyst prediction with 721,799 reactions and 888 catalyst types from USPTO. Reactant: [CH3:1][N:2]1[C:6]2=[N:7][CH:8]=[CH:9][CH:10]=[C:5]2[N:4]=[C:3]1S(C)(=O)=O.[Br:15][C:16]1[CH:21]=[CH:20][C:19]([OH:22])=[CH:18][CH:17]=1. Product: [Br:15][C:16]1[CH:21]=[CH:20][C:19]([O:22][C:3]2[N:2]([CH3:1])[C:6]3=[N:7][CH:8]=[CH:9][CH:10]=[C:5]3[N:4]=2)=[CH:18][CH:17]=1. The catalyst class is: 6.